From a dataset of Full USPTO retrosynthesis dataset with 1.9M reactions from patents (1976-2016). Predict the reactants needed to synthesize the given product. (1) Given the product [C:1]([OH:4])(=[O:3])[CH3:2].[F:5][C:6]1[C:11]([O:4][C@@H:1]([CH3:2])[CH2:41][OH:42])=[CH:10][C:9]([O:16][CH3:17])=[CH:8][C:7]=1[CH:18]([NH:31][C:32]1[CH:33]=[CH:34][C:35]([C:36]([NH2:38])=[NH:37])=[CH:39][CH:40]=1)[C:19]1[NH:23][C:22](=[O:24])[N:21]([C:25]2[N:26]=[CH:27][CH:28]=[CH:29][N:30]=2)[N:20]=1, predict the reactants needed to synthesize it. The reactants are: [C:1]([OH:4])(=[O:3])[CH3:2].[F:5][C:6]1[C:11](OCCF)=[CH:10][C:9]([O:16][CH3:17])=[CH:8][C:7]=1[C@H:18]([NH:31][C:32]1[CH:40]=[CH:39][C:35]([C:36]([NH2:38])=[NH:37])=[CH:34][CH:33]=1)[C:19]1[NH:23][C:22](=[O:24])[N:21]([C:25]2[N:30]=[CH:29][CH:28]=[CH:27][N:26]=2)[N:20]=1.[CH3:41][O:42]C(=O)N=C(SC)C(C1C=C(OC)C=C(O[C@@H](C)CO[Si](C(C)(C)C)(C)C)C=1F)=NC1C=CC(C2N=C(C)ON=2)=CC=1. (2) Given the product [CH3:25][C:4]1[CH:3]=[C:2]([O:1][S:28]([C:27]([F:40])([F:39])[F:26])(=[O:30])=[O:29])[CH:23]=[C:22]([CH3:24])[C:5]=1[CH2:6][C@@H:7]1[CH2:11][CH2:10][N:9]([CH:12]2[CH2:20][CH2:19][C:18]3[C:14](=[CH:15][N:16]([S:28]([C:27]([F:40])([F:39])[F:26])(=[O:30])=[O:29])[N:17]=3)[CH2:13]2)[C:8]1=[O:21], predict the reactants needed to synthesize it. The reactants are: [OH:1][C:2]1[CH:23]=[C:22]([CH3:24])[C:5]([CH2:6][C@@H:7]2[CH2:11][CH2:10][N:9]([CH:12]3[CH2:20][CH2:19][C:18]4[C:14](=[CH:15][NH:16][N:17]=4)[CH2:13]3)[C:8]2=[O:21])=[C:4]([CH3:25])[CH:3]=1.[F:26][C:27]([F:40])([F:39])[S:28](O[S:28]([C:27]([F:40])([F:39])[F:26])(=[O:30])=[O:29])(=[O:30])=[O:29]. (3) Given the product [CH2:1]([N:3]([CH2:5][C:6]1[N:11]=[C:10]([C:12]([F:13])([F:14])[F:15])[N:9]=[C:8]([C:16]([N:50]2[CH2:51][CH2:52][CH:53]([N:56]3[CH2:57][C:58]([CH2:82][C:83]#[N:84])([N:60]4[CH:64]=[C:63]([C:65]5[C:66]6[CH:73]=[CH:72][NH:71][C:67]=6[N:68]=[CH:69][N:70]=5)[CH:62]=[N:61]4)[CH2:59]3)[CH2:54][CH2:55]2)=[O:18])[CH:7]=1)[CH3:4])[CH3:2], predict the reactants needed to synthesize it. The reactants are: [CH2:1]([N:3]([CH2:5][C:6]1[N:11]=[C:10]([C:12]([F:15])([F:14])[F:13])[N:9]=[C:8]([C:16]([OH:18])=O)[CH:7]=1)[CH3:4])[CH3:2].C(N(CC)CC)C.F[P-](F)(F)(F)(F)F.C[N+](C)=C(N(C)C)ON1C2N=CC=CC=2N=N1.[NH:50]1[CH2:55][CH2:54][CH:53]([N:56]2[CH2:59][C:58]([CH2:82][C:83]#[N:84])([N:60]3[CH:64]=[C:63]([C:65]4[C:66]5[CH:73]=[CH:72][N:71](COCC[Si](C)(C)C)[C:67]=5[N:68]=[CH:69][N:70]=4)[CH:62]=[N:61]3)[CH2:57]2)[CH2:52][CH2:51]1.